Task: Predict the reactants needed to synthesize the given product.. Dataset: Full USPTO retrosynthesis dataset with 1.9M reactions from patents (1976-2016) (1) The reactants are: Cl[C:2]([O:4][CH:5]([Cl:7])[CH3:6])=[O:3].ClCCl.[CH3:11][NH:12][CH2:13][C:14]([O:16][CH:17]1[CH2:23][CH2:22][CH2:21][N:20]([C:24](=[O:42])[C:25]2[CH:30]=[CH:29][C:28]([NH:31][C:32](=[O:40])[C:33]3[CH:38]=[CH:37][CH:36]=[CH:35][C:34]=3[CH3:39])=[CH:27][C:26]=2[CH3:41])[C:19]2[CH:43]=[CH:44][C:45]([Cl:47])=[CH:46][C:18]1=2)=[O:15].CN1CCOCC1. Given the product [Cl:7][CH:5]([O:4][C:2]([CH2:11][NH:12][CH2:13][C:14]([O:16][CH:17]1[CH2:23][CH2:22][CH2:21][N:20]([C:24](=[O:42])[C:25]2[CH:30]=[CH:29][C:28]([NH:31][C:32](=[O:40])[C:33]3[CH:38]=[CH:37][CH:36]=[CH:35][C:34]=3[CH3:39])=[CH:27][C:26]=2[CH3:41])[C:19]2[CH:43]=[CH:44][C:45]([Cl:47])=[CH:46][C:18]1=2)=[O:15])=[O:3])[CH3:6], predict the reactants needed to synthesize it. (2) Given the product [C:1]1([CH2:7][CH2:8][CH2:9][CH2:10][O:11][CH2:12][C:13]2[O:17][N:16]=[C:15]([C:18]([OH:20])=[O:19])[CH:14]=2)[CH:6]=[CH:5][CH:4]=[CH:3][CH:2]=1, predict the reactants needed to synthesize it. The reactants are: [C:1]1([CH2:7][CH2:8][CH2:9][CH2:10][O:11][CH2:12][C:13]2[O:17][N:16]=[C:15]([C:18]([O:20]CC)=[O:19])[CH:14]=2)[CH:6]=[CH:5][CH:4]=[CH:3][CH:2]=1.[OH-].[Na+].